This data is from Full USPTO retrosynthesis dataset with 1.9M reactions from patents (1976-2016). The task is: Predict the reactants needed to synthesize the given product. (1) Given the product [CH2:7]([N:14]1[CH2:19][CH2:18][NH:17][C@@H:16]([CH2:20][CH3:21])[CH2:15]1)[C:8]1[CH:9]=[CH:10][CH:11]=[CH:12][CH:13]=1, predict the reactants needed to synthesize it. The reactants are: [H-].[H-].[H-].[H-].[Li+].[Al+3].[CH2:7]([N:14]1[CH2:19][CH2:18][NH:17][C@@H:16]([CH2:20][CH3:21])[C:15]1=O)[C:8]1[CH:13]=[CH:12][CH:11]=[CH:10][CH:9]=1. (2) Given the product [NH:1]1[C:9]2[C:4](=[CH:5][CH:6]=[CH:7][CH:8]=2)[C:3]2([CH2:14][CH2:13][CH2:12][CH2:11]2)[C:2]1=[O:10], predict the reactants needed to synthesize it. The reactants are: [NH:1]1[C:9]2[C:4](=[CH:5][CH:6]=[CH:7][CH:8]=2)[CH2:3][C:2]1=[O:10].[CH2:11]([Li])[CH2:12][CH2:13][CH3:14].ICCCCI.O.